From a dataset of Full USPTO retrosynthesis dataset with 1.9M reactions from patents (1976-2016). Predict the reactants needed to synthesize the given product. (1) Given the product [S:1]1[CH:5]=[CH:4][N:3]=[C:2]1[C:6]12[CH2:7][N:8]([CH2:9][CH2:10]1)[CH2:20][CH2:19][O:18]2, predict the reactants needed to synthesize it. The reactants are: [S:1]1[CH:5]=[CH:4][N:3]=[C:2]1[C:6]1([O:18][CH2:19][CH2:20]OS(C2C=CC(C)=CC=2)(=O)=O)[CH2:10][CH2:9][N:8](C(OC(C)(C)C)=O)[CH2:7]1.FC(F)(F)C(O)=O.C(=O)([O-])[O-].[K+].[K+]. (2) Given the product [CH2:1]([NH:3][C:4]([NH:6][C:7]1[S:8][C:9]2[CH:15]=[C:14]([C:16]3[N:17]=[C:20]([CH3:21])[O:19][N:18]=3)[CH:13]=[CH:12][C:10]=2[N:11]=1)=[O:5])[CH3:2], predict the reactants needed to synthesize it. The reactants are: [CH2:1]([NH:3][C:4]([NH:6][C:7]1[S:8][C:9]2[CH:15]=[C:14]([C:16](=[N:18][OH:19])[NH2:17])[CH:13]=[CH:12][C:10]=2[N:11]=1)=[O:5])[CH3:2].[C:20](O)(=O)[CH3:21]. (3) Given the product [CH:53]1([C:20]2[CH:21]=[CH:22][C:17]([CH2:16][N:13]3[CH:14]=[CH:15][C:11]([NH:10][C:8]([C:7]4[CH:6]=[CH:5][N:4]=[CH:3][C:2]=4[F:1])=[O:9])=[N:12]3)=[C:18]([C:24]([F:27])([F:26])[F:25])[CH:19]=2)[CH2:54][CH2:49]1, predict the reactants needed to synthesize it. The reactants are: [F:1][C:2]1[CH:3]=[N:4][CH:5]=[CH:6][C:7]=1[C:8]([NH:10][C:11]1[CH:15]=[CH:14][N:13]([CH2:16][C:17]2[CH:22]=[CH:21][C:20](I)=[CH:19][C:18]=2[C:24]([F:27])([F:26])[F:25])[N:12]=1)=[O:9].[O-]P([O-])([O-])=O.[K+].[K+].[K+].C1(P([CH:49]2[CH2:54][CH2:53]CCC2)C2CCCCC2)CCCCC1.C1(B(O)O)CC1. (4) Given the product [Br:29][C@H:30]([CH3:34])[C:31]([N:1]1[C@@H:9]2[C@@H:4]([CH2:5][CH2:6][CH2:7][CH2:8]2)[CH2:3][C@H:2]1[C:10]([O:12][CH2:13][C:14]1[CH:19]=[CH:18][CH:17]=[CH:16][CH:15]=1)=[O:11])=[O:32], predict the reactants needed to synthesize it. The reactants are: [NH:1]1[C@@H:9]2[C@@H:4]([CH2:5][CH2:6][CH2:7][CH2:8]2)[CH2:3][C@H:2]1[C:10]([O:12][CH2:13][C:14]1[CH:19]=[CH:18][CH:17]=[CH:16][CH:15]=1)=[O:11].C(N(C(C)C)CC)(C)C.[Br:29][C@H:30]([CH3:34])[C:31](Cl)=[O:32]. (5) Given the product [Cl:22][C:23]1[CH:41]=[CH:40][C:26]([C:27]([N:29]2[CH2:32][C:31]([CH2:38][O:1][C:2]3[CH:3]=[CH:4][C:5]([C:8]4[CH:13]=[CH:12][C:11]([C:14]#[N:15])=[CH:10][CH:9]=4)=[CH:6][CH:7]=3)([C:33]([OH:35])=[O:34])[CH2:30]2)=[O:28])=[CH:25][CH:24]=1, predict the reactants needed to synthesize it. The reactants are: [OH:1][C:2]1[CH:7]=[CH:6][C:5]([C:8]2[CH:13]=[CH:12][C:11]([C:14]#[N:15])=[CH:10][CH:9]=2)=[CH:4][CH:3]=1.C(=O)([O-])[O-].[K+].[K+].[Cl:22][C:23]1[CH:41]=[CH:40][C:26]([C:27]([N:29]2[CH2:32][C:31]([CH2:38]Cl)([C:33]([O:35]CC)=[O:34])[CH2:30]2)=[O:28])=[CH:25][CH:24]=1.O. (6) Given the product [CH:11]1[C:1]2[C:2](=[O:4])[N:19]=[C:14]3[CH:13]=[CH:18][CH:17]=[CH:16][C:5]3=[N:6][C:7]=2[CH:8]=[CH:9][CH:10]=1, predict the reactants needed to synthesize it. The reactants are: [C:1]12[C:7](=[CH:8][CH:9]=[CH:10][CH:11]=1)[NH:6][C:5](=O)[O:4][C:2]2=O.[C:13]1(N)[CH:18]=[CH:17][CH:16]=C[C:14]=1[NH2:19].